From a dataset of Full USPTO retrosynthesis dataset with 1.9M reactions from patents (1976-2016). Predict the reactants needed to synthesize the given product. (1) Given the product [Cl:6][C:7]1[CH:12]=[CH:11][N:10]=[C:9]2[CH:13]=[C:14]([CH3:1])[S:15][C:8]=12, predict the reactants needed to synthesize it. The reactants are: [CH2:1]([Li])CCC.[Cl:6][C:7]1[CH:12]=[CH:11][N:10]=[C:9]2[CH:13]=[CH:14][S:15][C:8]=12.IC. (2) Given the product [Si:1]([O:8][C:9]1[C:17]2[C:12](=[CH:13][CH:14]=[CH:15][CH:16]=2)[N:11]([C:18]([O:20][C:21]([CH3:24])([CH3:23])[CH3:22])=[O:19])[C:10]=1[C:30](=[O:35])[C:31]([O:33][CH3:34])=[O:32])([C:4]([CH3:7])([CH3:6])[CH3:5])([CH3:3])[CH3:2], predict the reactants needed to synthesize it. The reactants are: [Si:1]([O:8][C:9]1[C:17]2[C:12](=[CH:13][CH:14]=[CH:15][CH:16]=2)[N:11]([C:18]([O:20][C:21]([CH3:24])([CH3:23])[CH3:22])=[O:19])[CH:10]=1)([C:4]([CH3:7])([CH3:6])[CH3:5])([CH3:3])[CH3:2].[Li]C(C)(C)C.[C:30](OC)(=[O:35])[C:31]([O:33][CH3:34])=[O:32]. (3) Given the product [CH2:1]([N:3]1[C:11]2[CH:10]=[C:9]3[N:12]([CH2:41][O:42][CH2:43][CH2:44][Si:45]([CH3:47])([CH3:48])[CH3:46])[C:13]([C:15]4[C:23]5[C:18](=[CH:19][C:20]([C:53]6[CH:58]=[CH:57][CH:56]=[CH:55][CH:54]=6)=[CH:21][CH:22]=5)[N:17]([CH2:33][O:34][CH2:35][CH2:36][Si:37]([CH3:38])([CH3:40])[CH3:39])[N:16]=4)=[N:14][C:8]3=[CH:7][C:6]=2[C:5]([CH3:4])([CH3:50])[C:59]1=[O:62])[CH3:2], predict the reactants needed to synthesize it. The reactants are: [CH2:1]([N:3]1[C:11]2[CH:10]=[C:9]3[N:12]([CH2:41][O:42][CH2:43][CH2:44][Si:45]([CH3:48])([CH3:47])[CH3:46])[C:13]([C:15]4[C:23]5[C:18](=[CH:19][C:20](B6OC(C)(C)C(C)(C)O6)=[CH:21][CH:22]=5)[N:17]([CH2:33][O:34][CH2:35][CH2:36][Si:37]([CH3:40])([CH3:39])[CH3:38])[N:16]=4)=[N:14][C:8]3=[CH:7][C:6]=2[C:5]([CH3:50])(C)[C:4]1=O)[CH3:2].Br[C:53]1[CH:58]=[CH:57][CH:56]=[CH:55][CH:54]=1.[C:59](=[O:62])(O)[O-].[Na+].O. (4) Given the product [C:1]([O:5][C:6](=[O:37])[NH:7][C:8]1([C:12]2[CH:13]=[CH:14][C:15]([C:18]3[C:27](=[O:28])[C:26]4[CH:25]=[CH:24][C:23]5[N:29]=[C:38]([CH3:39])[NH:30][C:22]=5[C:21]=4[O:20][C:19]=3[C:31]3[CH:32]=[CH:33][CH:34]=[CH:35][CH:36]=3)=[CH:16][CH:17]=2)[CH2:11][CH2:10][CH2:9]1)([CH3:4])([CH3:2])[CH3:3], predict the reactants needed to synthesize it. The reactants are: [C:1]([O:5][C:6](=[O:37])[NH:7][C:8]1([C:12]2[CH:17]=[CH:16][C:15]([C:18]3[C:27](=[O:28])[C:26]4[C:21](=[C:22]([NH2:30])[C:23]([NH2:29])=[CH:24][CH:25]=4)[O:20][C:19]=3[C:31]3[CH:36]=[CH:35][CH:34]=[CH:33][CH:32]=3)=[CH:14][CH:13]=2)[CH2:11][CH2:10][CH2:9]1)([CH3:4])([CH3:3])[CH3:2].[CH3:38][C:39](C)(C)C([O-])([O-])[O-].II. (5) Given the product [CH3:13][CH:12]([CH3:14])[CH2:11][C@H:2]([NH:1][CH2:22][C:21]1[CH:24]=[CH:25][C:18]([N+:15]([O-:17])=[O:16])=[CH:19][CH:20]=1)[C:3]([O:5][CH:6]1[CH2:10][CH2:9][CH2:8][CH2:7]1)=[O:4], predict the reactants needed to synthesize it. The reactants are: [NH2:1][C@@H:2]([CH2:11][CH:12]([CH3:14])[CH3:13])[C:3]([O:5][CH:6]1[CH2:10][CH2:9][CH2:8][CH2:7]1)=[O:4].[N+:15]([C:18]1[CH:25]=[CH:24][C:21]([CH:22]=O)=[CH:20][CH:19]=1)([O-:17])=[O:16].C(O[BH-](OC(=O)C)OC(=O)C)(=O)C.[Na+].Cl.[OH-].[Na+].